This data is from Peptide-MHC class I binding affinity with 185,985 pairs from IEDB/IMGT. The task is: Regression. Given a peptide amino acid sequence and an MHC pseudo amino acid sequence, predict their binding affinity value. This is MHC class I binding data. (1) The peptide sequence is LVAPHMAMM. The MHC is HLA-B46:01 with pseudo-sequence HLA-B46:01. The binding affinity (normalized) is 0.140. (2) The MHC is HLA-B39:01 with pseudo-sequence HLA-B39:01. The binding affinity (normalized) is 0.0847. The peptide sequence is FEADPLSPQ. (3) The peptide sequence is YQAFRTKVH. The MHC is HLA-A26:03 with pseudo-sequence HLA-A26:03. The binding affinity (normalized) is 0.0847. (4) The peptide sequence is TPKPAVRFAI. The MHC is HLA-A02:01 with pseudo-sequence HLA-A02:01. The binding affinity (normalized) is 0.0531. (5) The peptide sequence is RLRPGGKKK. The MHC is HLA-A68:02 with pseudo-sequence HLA-A68:02. The binding affinity (normalized) is 0. (6) The peptide sequence is DVAKIEAPL. The binding affinity (normalized) is 1.00. The MHC is BoLA-T2C with pseudo-sequence BoLA-T2C.